From a dataset of Forward reaction prediction with 1.9M reactions from USPTO patents (1976-2016). Predict the product of the given reaction. (1) Given the reactants [Cl:1][C:2]1[CH:3]=[C:4]([CH:9]2[CH2:14][CH2:13][CH2:12][N:11]3[C:15]([C:18]4[CH:23]=[CH:22][C:21]([C:24]5[O:28][C:27]([CH3:29])=[N:26][CH:25]=5)=[C:20]([O:30][CH3:31])[CH:19]=4)=[N:16][N:17]=[C:10]23)[CH:5]=[CH:6][C:7]=1[Cl:8].[H-].[Na+].Br[CH2:35][CH2:36][O:37][Si](C(C)(C)C)(C)C, predict the reaction product. The product is: [Cl:1][C:2]1[CH:3]=[C:4]([C:9]2([CH2:35][CH2:36][OH:37])[CH2:14][CH2:13][CH2:12][N:11]3[C:15]([C:18]4[CH:23]=[CH:22][C:21]([C:24]5[O:28][C:27]([CH3:29])=[N:26][CH:25]=5)=[C:20]([O:30][CH3:31])[CH:19]=4)=[N:16][N:17]=[C:10]23)[CH:5]=[CH:6][C:7]=1[Cl:8]. (2) Given the reactants [Br:1][C:2]1[CH:3]=[C:4]([CH:23]2[C:32]3[C:31](=[O:33])[CH2:30][CH:29]([CH2:34][CH2:35][CH3:36])[CH2:28][C:27]=3[NH:26][C:25]([CH3:37])=[C:24]2[C:38]#[N:39])[CH:5]=[C:6]([O:19][CH:20]([CH3:22])[CH3:21])[C:7]=1[O:8]CC1C=CC([N+]([O-])=O)=CC=1.C(O)(=O)C, predict the reaction product. The product is: [Br:1][C:2]1[CH:3]=[C:4]([CH:23]2[C:32]3[C:31](=[O:33])[CH2:30][CH:29]([CH2:34][CH2:35][CH3:36])[CH2:28][C:27]=3[NH:26][C:25]([CH3:37])=[C:24]2[C:38]#[N:39])[CH:5]=[C:6]([O:19][CH:20]([CH3:22])[CH3:21])[C:7]=1[OH:8]. (3) Given the reactants [NH2:1][C:2]1[CH:7]=[CH:6][C:5]([O:8][C:9]([F:12])([F:11])[F:10])=[CH:4][C:3]=1[NH2:13].C(N(CC)CC)C.C1C=[CH:23][C:24](=[O:37])[C:25]2C=1C(C(Cl)=O)=C1C=2C=CC=C1, predict the reaction product. The product is: [CH:2]([O:37][CH:24]([CH3:23])[CH3:25])([CH3:7])[CH3:3].[NH2:13][C:3]1[CH:4]=[C:5]([O:8][C:9]([F:10])([F:11])[F:12])[CH:6]=[CH:7][C:2]=1[NH-:1]. (4) Given the reactants [O:1]=[C:2]1[N:7]([CH2:8][CH2:9][N:10]2[CH2:15][CH2:14][CH:13](C3C=CC=CC=3C(O)=O)[CH2:12][CH2:11]2)[C:6]2[CH:25]=[CH:26][CH:27]=[CH:28][C:5]=2[O:4][CH2:3]1.CN1[CH2:35][CH2:34][O:33]CC1.ON1[C:41]2[CH:42]=C[CH:44]=[CH:45][C:40]=2N=N1.[C:46]1([CH2:52][CH2:53][CH2:54][NH2:55])[CH:51]=[CH:50][CH:49]=[CH:48][CH:47]=1.CN(C(ON1N=NC2C=CC=CC1=2)=[N+](C)C)C.F[P-](F)(F)(F)(F)F, predict the reaction product. The product is: [O:1]=[C:2]1[N:7]([CH2:8][CH2:9][N:10]2[CH2:11][CH2:12][CH:13]([C:35]3([CH:42]=[CH:41][CH:40]=[CH:45][CH2:44]3)[C:34]([NH:55][CH2:54][CH2:53][CH2:52][C:46]3[CH:51]=[CH:50][CH:49]=[CH:48][CH:47]=3)=[O:33])[CH2:14][CH2:15]2)[C:6]2[CH:25]=[CH:26][CH:27]=[CH:28][C:5]=2[O:4][CH2:3]1. (5) The product is: [CH3:1][O:2][C:3]1[CH:4]=[C:5]2[C:14]([NH2:15])=[N:13][C:12]([N:16]3[CH2:17][CH2:18][N:19]([C:22]([CH:24]4[O:33][C:32]5[CH:31]=[CH:30][CH:29]=[CH:28][C:27]=5[O:26][CH2:25]4)=[O:23])[CH2:20][CH2:21]3)=[N:11][C:6]2=[CH:7][C:8]=1[O:9][CH3:10].[CH3:34][S:35]([OH:38])(=[O:37])=[O:36]. Given the reactants [CH3:1][O:2][C:3]1[CH:4]=[C:5]2[C:14]([NH2:15])=[N:13][C:12]([N:16]3[CH2:21][CH2:20][N:19]([C:22]([CH:24]4[O:33][C:32]5[CH:31]=[CH:30][CH:29]=[CH:28][C:27]=5[O:26][CH2:25]4)=[O:23])[CH2:18][CH2:17]3)=[N:11][C:6]2=[CH:7][C:8]=1[O:9][CH3:10].[CH3:34][S:35]([OH:38])(=[O:37])=[O:36], predict the reaction product.